Dataset: Catalyst prediction with 721,799 reactions and 888 catalyst types from USPTO. Task: Predict which catalyst facilitates the given reaction. (1) Reactant: Br[C:2]1[CH2:3][C:4]2[C:9]([CH:10]=1)=[CH:8][CH:7]=[CH:6][CH:5]=2.[PH:11]([CH:15]([CH3:17])[CH3:16])[CH:12]([CH3:14])[CH3:13].CCN(CC)CC. Product: [CH2:3]1[C:4]2[C:9](=[CH:8][CH:7]=[CH:6][CH:5]=2)[CH:10]=[C:2]1[P:11]([CH:15]([CH3:17])[CH3:16])[CH:12]([CH3:14])[CH3:13]. The catalyst class is: 109. (2) Reactant: [CH3:1][O:2][C:3]1[CH:17]=[C:16]([O:18][CH3:19])[CH:15]=[CH:14][C:4]=1[CH:5]=[N:6][C:7]1[CH:12]=[CH:11][CH:10]=[C:9]([F:13])[N:8]=1.[BH4-].[Na+]. Product: [CH3:1][O:2][C:3]1[CH:17]=[C:16]([O:18][CH3:19])[CH:15]=[CH:14][C:4]=1[CH2:5][NH:6][C:7]1[CH:12]=[CH:11][CH:10]=[C:9]([F:13])[N:8]=1. The catalyst class is: 1.